This data is from Forward reaction prediction with 1.9M reactions from USPTO patents (1976-2016). The task is: Predict the product of the given reaction. (1) The product is: [Cl:17][C:18]1[C:19]([O:46][CH2:45][CH2:35][CH2:36][CH:37]2[CH2:43][CH2:41][CH2:40][CH2:39][CH2:38]2)=[CH:20][C:21]([F:33])=[C:22]([CH:32]=1)[C:23]([NH:25][S:26](=[O:31])(=[O:30])[N:27]([CH3:29])[CH3:28])=[O:24]. Given the reactants ClC1C(F)=CC(F)=C(C=1)C(NS(C)(=O)=O)=O.[Cl:17][C:18]1[C:19](F)=[CH:20][C:21]([F:33])=[C:22]([CH:32]=1)[C:23]([NH:25][S:26](=[O:31])(=[O:30])[N:27]([CH3:29])[CH3:28])=[O:24].[C:35]12([CH2:45][OH:46])C[CH:39]3[CH2:40][CH:41]([CH2:43][CH:37]([CH2:38]3)[CH2:36]1)C2.C1(CCCO)CCCCC1, predict the reaction product. (2) Given the reactants Br[C:2]1[CH:3]=[C:4]2[C:8](=[CH:9][CH:10]=1)[N:7]([CH:11]1[CH2:16][CH2:15][CH2:14][CH2:13][O:12]1)[N:6]=[C:5]2[C:17]1[CH:22]=[CH:21][C:20]([F:23])=[CH:19][CH:18]=1.C(N(CC)CC)C.C1(C)C=CC=CC=1P(C1C=CC=CC=1C)C1C=CC=CC=1C.[C:53]1([C:59]#[CH:60])[CH:58]=[CH:57][CH:56]=[CH:55][CH:54]=1, predict the reaction product. The product is: [F:23][C:20]1[CH:21]=[CH:22][C:17]([C:5]2[C:4]3[C:8](=[CH:9][CH:10]=[C:2]([C:60]#[C:59][C:53]4[CH:58]=[CH:57][CH:56]=[CH:55][CH:54]=4)[CH:3]=3)[N:7]([CH:11]3[CH2:16][CH2:15][CH2:14][CH2:13][O:12]3)[N:6]=2)=[CH:18][CH:19]=1.